From a dataset of Forward reaction prediction with 1.9M reactions from USPTO patents (1976-2016). Predict the product of the given reaction. (1) Given the reactants [Cl:1][C:2]1[CH:7]=[CH:6][CH:5]=[CH:4][C:3]=1[N:8]1[C:12]([C:13]2[CH:18]=[CH:17][C:16]([Cl:19])=[CH:15][CH:14]=2)=[C:11]([OH:20])[C:10]([C:21]([O:23][CH2:24][CH3:25])=[O:22])=[N:9]1.[C:26]1(P(C2C=CC=CC=2)C2C=CC=CC=2)C=CC=C[CH:27]=1.[O:45]1[CH2:50][CH2:49][N:48]([CH2:51][CH2:52]O)[CH2:47][CH2:46]1.N(C(OC(C)C)=O)=NC(OC(C)C)=O, predict the reaction product. The product is: [CH2:26]([N:9]1[CH:10]([C:21]([O:23][CH2:24][CH3:25])=[O:22])[C:11]([O:20][CH2:52][CH2:51][N:48]2[CH2:49][CH2:50][O:45][CH2:46][CH2:47]2)=[C:12]([C:13]2[CH:18]=[CH:17][C:16]([Cl:19])=[CH:15][CH:14]=2)[N:8]1[C:3]1[CH:4]=[CH:5][CH:6]=[CH:7][C:2]=1[Cl:1])[CH3:27]. (2) The product is: [Cl:1][C:2]1[N:7]=[C:6]([NH:15][CH2:14][CH2:12][OH:13])[C:5]([N+:9]([O-:11])=[O:10])=[CH:4][N:3]=1. Given the reactants [Cl:1][C:2]1[N:7]=[C:6](Cl)[C:5]([N+:9]([O-:11])=[O:10])=[CH:4][N:3]=1.[CH2:12]([CH2:14][NH2:15])[OH:13], predict the reaction product. (3) Given the reactants [CH3:1][C:2]1[CH:3]=[C:4]([CH:8]=[CH:9][C:10]=1[N:11]1[CH2:17][CH2:16][CH2:15][N:14]([CH3:18])[CH2:13][CH2:12]1)[C:5](O)=[O:6].S(Cl)([Cl:21])=O, predict the reaction product. The product is: [CH3:1][C:2]1[CH:3]=[C:4]([CH:8]=[CH:9][C:10]=1[N:11]1[CH2:17][CH2:16][CH2:15][N:14]([CH3:18])[CH2:13][CH2:12]1)[C:5]([Cl:21])=[O:6]. (4) Given the reactants FC(F)(S(O[C:17]1[CH:18]=[C:19]2[C@:30]3([CH2:34][O:33][C:32]([NH2:35])=[N:31]3)[C:29]3[C:24](=[N:25][CH:26]=[C:27]([C:36]#[C:37][C:38]([O:41][CH3:42])([CH3:40])[CH3:39])[CH:28]=3)[O:23][C:20]2=[CH:21][CH:22]=1)(=O)=O)C(F)(F)C(F)(F)C(F)(F)F.[Cl-].[Li+].C([Sn](CCCC)(CCCC)[C:51]1[CH:56]=[CH:55][N:54]=[N:53][CH:52]=1)CCC, predict the reaction product. The product is: [CH3:42][O:41][C:38]([CH3:40])([CH3:39])[C:37]#[C:36][C:27]1[CH:28]=[C:29]2[C@@:30]3([CH2:34][O:33][C:32]([NH2:35])=[N:31]3)[C:19]3[C:20](=[CH:21][CH:22]=[C:17]([C:51]4[CH:56]=[CH:55][N:54]=[N:53][CH:52]=4)[CH:18]=3)[O:23][C:24]2=[N:25][CH:26]=1. (5) Given the reactants [Br:1][C:2]1[C:11]([I:12])=[CH:10][CH:9]=[C:8]2[C:3]=1[CH:4]=[CH:5][C:6]([C:13](OC)=[O:14])=[CH:7]2.CC(C[AlH]CC(C)C)C, predict the reaction product. The product is: [Br:1][C:2]1[C:11]([I:12])=[CH:10][CH:9]=[C:8]2[C:3]=1[CH:4]=[CH:5][C:6]([CH2:13][OH:14])=[CH:7]2.